From a dataset of Catalyst prediction with 721,799 reactions and 888 catalyst types from USPTO. Predict which catalyst facilitates the given reaction. (1) Reactant: [CH2:1]([NH:3][C:4]([NH:6][C:7]1[N:12]=[CH:11][C:10]([C:13]2[C:14]([O:23][CH2:24][CH2:25][C:26]([OH:28])=[O:27])=[N:15][CH:16]=[C:17]([C:19]([O:21]C)=O)[CH:18]=2)=[C:9]([C:29]2[S:30][CH:31]=[C:32]([C:34]([F:37])([F:36])[F:35])[N:33]=2)[CH:8]=1)=[O:5])[CH3:2].O.[NH2:39][NH2:40]. Product: [CH2:1]([NH:3][C:4]([NH:6][C:7]1[N:12]=[CH:11][C:10]([C:13]2[C:14]([O:23][CH2:24][CH2:25][C:26]([OH:28])=[O:27])=[N:15][CH:16]=[C:17]([C:19]([NH:39][NH2:40])=[O:21])[CH:18]=2)=[C:9]([C:29]2[S:30][CH:31]=[C:32]([C:34]([F:37])([F:36])[F:35])[N:33]=2)[CH:8]=1)=[O:5])[CH3:2]. The catalyst class is: 8. (2) Reactant: [CH2:1]([S:8]([NH:11][S:12]([CH:15]1[CH2:20][CH2:19][N:18](C=O)[CH2:17][CH2:16]1)(=[O:14])=[O:13])(=[O:10])=[O:9])[C:2]1[CH:7]=[CH:6][CH:5]=[CH:4][CH:3]=1.Cl. The catalyst class is: 636. Product: [CH2:1]([S:8]([NH:11][S:12]([CH:15]1[CH2:20][CH2:19][NH:18][CH2:17][CH2:16]1)(=[O:14])=[O:13])(=[O:9])=[O:10])[C:2]1[CH:3]=[CH:4][CH:5]=[CH:6][CH:7]=1. (3) Reactant: [OH:1][C:2]1[CH:7]=[CH:6][C:5]([C:8]([F:11])([F:10])[F:9])=[CH:4][CH:3]=1.C(=O)([O-])[O-].[K+].[K+].[I-].[K+].[CH2:20]([CH:22]1[O:24][CH2:23]1)Cl. Product: [F:11][C:8]([F:9])([F:10])[C:5]1[CH:6]=[CH:7][C:2]([O:1][CH2:20][CH:22]2[CH2:23][O:24]2)=[CH:3][CH:4]=1. The catalyst class is: 372. (4) Reactant: C([O:8][C:9]1[CH:14]=[CH:13][C:12]([CH2:15][CH2:16][CH2:17][CH2:18][N:19]2[CH:23]=[CH:22][N:21]=[C:20]2[CH2:24][CH2:25][OH:26])=[CH:11][CH:10]=1)C1C=CC=CC=1. Product: [OH:26][CH2:25][CH2:24][C:20]1[N:19]([CH2:18][CH2:17][CH2:16][CH2:15][C:12]2[CH:11]=[CH:10][C:9]([OH:8])=[CH:14][CH:13]=2)[CH:23]=[CH:22][N:21]=1. The catalyst class is: 45. (5) Reactant: [CH3:1][C:2]1([C:6]([OH:8])=O)[CH2:5][CH2:4][CH2:3]1.CCN(C(C)C)C(C)C.CN(C(ON1N=NC2C=CC=CC1=2)=[N+](C)C)C.[B-](F)(F)(F)F.[CH2:40]([O:42][C:43]1[CH:62]=[CH:61][C:46]([O:47][CH:48]2[CH2:51][N:50]([C:52]3[CH:57]=[CH:56][C:55]([C@@H:58]([NH2:60])[CH3:59])=[CH:54][CH:53]=3)[CH2:49]2)=[CH:45][CH:44]=1)[CH3:41]. Product: [CH2:40]([O:42][C:43]1[CH:62]=[CH:61][C:46]([O:47][CH:48]2[CH2:49][N:50]([C:52]3[CH:57]=[CH:56][C:55]([C@@H:58]([NH:60][C:6]([C:2]4([CH3:1])[CH2:3][CH2:4][CH2:5]4)=[O:8])[CH3:59])=[CH:54][CH:53]=3)[CH2:51]2)=[CH:45][CH:44]=1)[CH3:41]. The catalyst class is: 3.